This data is from NCI-60 drug combinations with 297,098 pairs across 59 cell lines. The task is: Regression. Given two drug SMILES strings and cell line genomic features, predict the synergy score measuring deviation from expected non-interaction effect. (1) Drug 1: CC1=C(C=C(C=C1)NC2=NC=CC(=N2)N(C)C3=CC4=NN(C(=C4C=C3)C)C)S(=O)(=O)N.Cl. Drug 2: C1CC(=O)NC(=O)C1N2CC3=C(C2=O)C=CC=C3N. Cell line: HS 578T. Synergy scores: CSS=4.27, Synergy_ZIP=3.79, Synergy_Bliss=3.36, Synergy_Loewe=1.97, Synergy_HSA=0.0491. (2) Drug 1: C1C(C(OC1N2C=NC3=C(N=C(N=C32)Cl)N)CO)O. Drug 2: C1CN(CCN1C(=O)CCBr)C(=O)CCBr. Cell line: SN12C. Synergy scores: CSS=38.3, Synergy_ZIP=-5.98, Synergy_Bliss=-2.17, Synergy_Loewe=-26.4, Synergy_HSA=0.0487. (3) Cell line: 786-0. Drug 2: C1CNP(=O)(OC1)N(CCCl)CCCl. Drug 1: C1=C(C(=O)NC(=O)N1)F. Synergy scores: CSS=14.0, Synergy_ZIP=-0.663, Synergy_Bliss=-4.67, Synergy_Loewe=-18.3, Synergy_HSA=-6.08. (4) Drug 1: CCC1(CC2CC(C3=C(CCN(C2)C1)C4=CC=CC=C4N3)(C5=C(C=C6C(=C5)C78CCN9C7C(C=CC9)(C(C(C8N6C)(C(=O)OC)O)OC(=O)C)CC)OC)C(=O)OC)O.OS(=O)(=O)O. Drug 2: COC1=C2C(=CC3=C1OC=C3)C=CC(=O)O2. Cell line: UACC62. Synergy scores: CSS=2.29, Synergy_ZIP=-4.10, Synergy_Bliss=-7.34, Synergy_Loewe=-17.3, Synergy_HSA=-6.06. (5) Drug 1: C1CC(=O)NC(=O)C1N2CC3=C(C2=O)C=CC=C3N. Drug 2: CN(C)N=NC1=C(NC=N1)C(=O)N. Cell line: K-562. Synergy scores: CSS=15.7, Synergy_ZIP=-2.74, Synergy_Bliss=4.25, Synergy_Loewe=1.64, Synergy_HSA=5.39. (6) Drug 1: CNC(=O)C1=CC=CC=C1SC2=CC3=C(C=C2)C(=NN3)C=CC4=CC=CC=N4. Drug 2: C1CN(CCN1C(=O)CCBr)C(=O)CCBr. Cell line: BT-549. Synergy scores: CSS=3.26, Synergy_ZIP=-2.67, Synergy_Bliss=-1.19, Synergy_Loewe=-3.96, Synergy_HSA=-2.79. (7) Drug 1: CC1=C(C(CCC1)(C)C)C=CC(=CC=CC(=CC(=O)O)C)C. Cell line: T-47D. Drug 2: CC1=C(N=C(N=C1N)C(CC(=O)N)NCC(C(=O)N)N)C(=O)NC(C(C2=CN=CN2)OC3C(C(C(C(O3)CO)O)O)OC4C(C(C(C(O4)CO)O)OC(=O)N)O)C(=O)NC(C)C(C(C)C(=O)NC(C(C)O)C(=O)NCCC5=NC(=CS5)C6=NC(=CS6)C(=O)NCCC[S+](C)C)O. Synergy scores: CSS=13.1, Synergy_ZIP=-1.28, Synergy_Bliss=6.44, Synergy_Loewe=4.09, Synergy_HSA=5.16. (8) Drug 1: C1CC(=O)NC(=O)C1N2CC3=C(C2=O)C=CC=C3N. Drug 2: CC1=CC=C(C=C1)C2=CC(=NN2C3=CC=C(C=C3)S(=O)(=O)N)C(F)(F)F. Cell line: SK-OV-3. Synergy scores: CSS=1.36, Synergy_ZIP=-2.03, Synergy_Bliss=-2.70, Synergy_Loewe=-2.03, Synergy_HSA=-1.75. (9) Drug 1: CCC1=C2CN3C(=CC4=C(C3=O)COC(=O)C4(CC)O)C2=NC5=C1C=C(C=C5)O. Drug 2: CS(=O)(=O)CCNCC1=CC=C(O1)C2=CC3=C(C=C2)N=CN=C3NC4=CC(=C(C=C4)OCC5=CC(=CC=C5)F)Cl. Cell line: MOLT-4. Synergy scores: CSS=53.9, Synergy_ZIP=2.61, Synergy_Bliss=3.73, Synergy_Loewe=-14.1, Synergy_HSA=3.23.